From a dataset of Peptide-MHC class I binding affinity with 185,985 pairs from IEDB/IMGT. Regression. Given a peptide amino acid sequence and an MHC pseudo amino acid sequence, predict their binding affinity value. This is MHC class I binding data. The peptide sequence is GPFEASWAI. The MHC is HLA-B35:01 with pseudo-sequence HLA-B35:01. The binding affinity (normalized) is 0.382.